This data is from Forward reaction prediction with 1.9M reactions from USPTO patents (1976-2016). The task is: Predict the product of the given reaction. (1) The product is: [CH3:11][N:8]1[C:7]([CH2:12][N:13]2[CH2:14][CH2:15][CH:16]([CH:19]3[CH2:20][O:21][CH2:22]3)[CH2:17][CH2:18]2)=[N:6][C:5]2[C:9]1=[N:10][C:2]([NH:35][C:30]1[C:29]([NH2:36])=[CH:34][CH:33]=[CH:32][CH:31]=1)=[N:3][C:4]=2[N:23]1[CH2:28][CH2:27][O:26][CH2:25][CH2:24]1. Given the reactants Cl[C:2]1[N:10]=[C:9]2[C:5]([N:6]=[C:7]([CH2:12][N:13]3[CH2:18][CH2:17][CH:16]([CH:19]4[CH2:22][O:21][CH2:20]4)[CH2:15][CH2:14]3)[N:8]2[CH3:11])=[C:4]([N:23]2[CH2:28][CH2:27][O:26][CH2:25][CH2:24]2)[N:3]=1.[C:29]1([NH2:36])[C:30]([NH2:35])=[CH:31][CH:32]=[CH:33][CH:34]=1.CC(C1C=C(C(C)C)C(C2C=CC=CC=2P(C2CCCCC2)C2CCCCC2)=C(C(C)C)C=1)C.C([O-])([O-])=O.[Cs+].[Cs+], predict the reaction product. (2) Given the reactants [CH3:1][O:2][C:3]1[CH:4]=[C:5]([SH:9])[CH:6]=[CH:7][CH:8]=1.C(O)C.[OH-].[K+].Br[CH2:16][C:17]([C:19]1[CH:24]=[CH:23][C:22]([F:25])=[CH:21][CH:20]=1)=[O:18], predict the reaction product. The product is: [F:25][C:22]1[CH:23]=[CH:24][C:19]([C:17](=[O:18])[CH2:16][S:9][C:5]2[CH:6]=[CH:7][CH:8]=[C:3]([O:2][CH3:1])[CH:4]=2)=[CH:20][CH:21]=1. (3) Given the reactants [OH:1][N:2]=[C:3](Cl)[C:4]1[CH:9]=[CH:8][CH:7]=[C:6]([C:10]([F:13])([F:12])[F:11])[CH:5]=1.[CH3:15][O:16][C:17](=[O:21])[CH2:18][C:19]#[N:20].C[O-].[Na+], predict the reaction product. The product is: [CH3:15][O:16][C:17]([C:18]1[C:3]([C:4]2[CH:9]=[CH:8][CH:7]=[C:6]([C:10]([F:13])([F:12])[F:11])[CH:5]=2)=[N:2][O:1][C:19]=1[NH2:20])=[O:21]. (4) Given the reactants [CH3:1][C:2]1[N:7]=[C:6]2[S:8][C:9]3[C:13]([NH2:14])=[N:12][NH:11][C:10]=3[C:5]2=[C:4]([CH3:15])[CH:3]=1.[CH3:16][C:17]([O:20][C:21](O[C:21]([O:20][C:17]([CH3:19])([CH3:18])[CH3:16])=[O:22])=[O:22])([CH3:19])[CH3:18], predict the reaction product. The product is: [NH2:14][C:13]1[C:9]2[S:8][C:6]3[C:5]([C:10]=2[N:11]([C:21]([O:20][C:17]([CH3:19])([CH3:18])[CH3:16])=[O:22])[N:12]=1)=[C:4]([CH3:15])[CH:3]=[C:2]([CH3:1])[N:7]=3. (5) Given the reactants [O:1]=[S:2]1(=[O:37])[CH2:6][CH2:5][CH:4]=[C:3]1[C:7]1[CH:36]=[CH:35][C:10]2[NH:11][C:12]([C:17]3[C:18](=[O:34])[N:19]([CH2:29][CH2:30][CH:31]([CH3:33])[CH3:32])[N:20]=[C:21]([C:24]4[S:25][CH:26]=[CH:27][CH:28]=4)[C:22]=3[OH:23])=[N:13][S:14](=[O:16])(=[O:15])[C:9]=2[CH:8]=1, predict the reaction product. The product is: [O:37]=[S:2]1(=[O:1])[CH2:6][CH2:5][CH2:4][CH:3]1[C:7]1[CH:36]=[CH:35][C:10]2[NH:11][C:12]([C:17]3[C:18](=[O:34])[N:19]([CH2:29][CH2:30][CH:31]([CH3:33])[CH3:32])[N:20]=[C:21]([C:24]4[S:25][CH:26]=[CH:27][CH:28]=4)[C:22]=3[OH:23])=[N:13][S:14](=[O:16])(=[O:15])[C:9]=2[CH:8]=1. (6) Given the reactants Br[C:2]1[CH:3]=[C:4]2[C:9](=[CH:10][CH:11]=1)[S:8][CH2:7][CH2:6][CH2:5]2.C([Li])CCC.CCCCCC.CN([CH:26]=[O:27])C.[Cl-].[NH4+], predict the reaction product. The product is: [S:8]1[C:9]2[C:4](=[CH:3][C:2]([CH:26]=[O:27])=[CH:11][CH:10]=2)[CH2:5][CH2:6][CH2:7]1. (7) Given the reactants [C:1]([C:3]1[CH:17]=[CH:16][C:6]2[N:7]=[C:8]([NH:10][C:11]([NH:13][CH2:14][CH3:15])=[O:12])[S:9][C:5]=2[CH:4]=1)#[N:2].[N:18]([Sn](CCCC)(CCCC)CCCC)=[N+:19]=[N-:20], predict the reaction product. The product is: [CH2:14]([NH:13][C:11]([NH:10][C:8]1[S:9][C:5]2[CH:4]=[C:3]([C:1]3[N:18]=[N:19][NH:20][N:2]=3)[CH:17]=[CH:16][C:6]=2[N:7]=1)=[O:12])[CH3:15]. (8) Given the reactants Br[C:2]1[CH:3]=[C:4]2[C:24](=[CH:25][CH:26]=1)[C:8]1=[N:9][O:10][C:11]([C:12]3[CH:13]=[CH:14][C:15]([O:20][CH:21]([CH3:23])[CH3:22])=[C:16]([CH:19]=3)[C:17]#[N:18])=[C:7]1[CH2:6][CH2:5]2.[CH2:27]([Sn](CCCC)(CCCC)C=C)[CH2:28]CC.[Cl-].[Li+], predict the reaction product. The product is: [CH:21]([O:20][C:15]1[CH:14]=[CH:13][C:12]([C:11]2[O:10][N:9]=[C:8]3[C:24]4[C:4]([CH2:5][CH2:6][C:7]=23)=[CH:3][C:2]([CH:27]=[CH2:28])=[CH:26][CH:25]=4)=[CH:19][C:16]=1[C:17]#[N:18])([CH3:22])[CH3:23]. (9) Given the reactants [C:1]([O:5][C:6]([N:8]1[CH2:13][CH2:12][CH:11]([NH2:14])[CH2:10][CH2:9]1)=[O:7])([CH3:4])([CH3:3])[CH3:2].Br[C:16]1[CH:23]=[CH:22][C:19]([C:20]#[N:21])=[CH:18][CH:17]=1.C(O[Na])(C)(C)C, predict the reaction product. The product is: [C:1]([O:5][C:6]([N:8]1[CH2:13][CH2:12][CH:11]([NH:14][C:16]2[CH:23]=[CH:22][C:19]([C:20]#[N:21])=[CH:18][CH:17]=2)[CH2:10][CH2:9]1)=[O:7])([CH3:4])([CH3:2])[CH3:3].